This data is from Merck oncology drug combination screen with 23,052 pairs across 39 cell lines. The task is: Regression. Given two drug SMILES strings and cell line genomic features, predict the synergy score measuring deviation from expected non-interaction effect. (1) Drug 1: COc1cccc2c1C(=O)c1c(O)c3c(c(O)c1C2=O)CC(O)(C(=O)CO)CC3OC1CC(N)C(O)C(C)O1. Drug 2: NC1(c2ccc(-c3nc4ccn5c(=O)[nH]nc5c4cc3-c3ccccc3)cc2)CCC1. Cell line: T47D. Synergy scores: synergy=35.7. (2) Drug 1: N#Cc1ccc(Cn2cncc2CN2CCN(c3cccc(Cl)c3)C(=O)C2)cc1. Drug 2: Nc1ccn(C2OC(CO)C(O)C2(F)F)c(=O)n1. Cell line: T47D. Synergy scores: synergy=-8.52. (3) Drug 1: NC(=O)c1cccc2cn(-c3ccc(C4CCCNC4)cc3)nc12. Drug 2: Cn1cc(-c2cnn3c(N)c(Br)c(C4CCCNC4)nc23)cn1. Cell line: A2058. Synergy scores: synergy=76.2.